From a dataset of Peptide-MHC class I binding affinity with 185,985 pairs from IEDB/IMGT. Regression. Given a peptide amino acid sequence and an MHC pseudo amino acid sequence, predict their binding affinity value. This is MHC class I binding data. (1) The peptide sequence is NVMDPMHGA. The MHC is HLA-A68:02 with pseudo-sequence HLA-A68:02. The binding affinity (normalized) is 1.00. (2) The peptide sequence is RSNTTGKLI. The MHC is HLA-A24:02 with pseudo-sequence HLA-A24:02. The binding affinity (normalized) is 0.0117. (3) The MHC is HLA-B40:01 with pseudo-sequence HLA-B40:01. The peptide sequence is PHDPDFLVL. The binding affinity (normalized) is 0.0847. (4) The peptide sequence is AEMKTDAAT. The MHC is HLA-A11:01 with pseudo-sequence HLA-A11:01. The binding affinity (normalized) is 0. (5) The peptide sequence is FHNNWGATL. The MHC is HLA-B44:02 with pseudo-sequence HLA-B44:02. The binding affinity (normalized) is 0.0847. (6) The peptide sequence is DIAEHGAYY. The MHC is HLA-B46:01 with pseudo-sequence HLA-B46:01. The binding affinity (normalized) is 0.0847. (7) The binding affinity (normalized) is 0. The MHC is HLA-B51:01 with pseudo-sequence HLA-B51:01. The peptide sequence is KPKPAVRYAI.